This data is from Reaction yield outcomes from USPTO patents with 853,638 reactions. The task is: Predict the reaction yield, written as a fraction of the theoretical maximum amount of product (1.0 means a 100% yield; for example, 0.34 means a 34% yield). The reactants are [CH3:1][O:2][C:3]1[CH:8]=[CH:7][C:6]([N+:9]([O-:11])=[O:10])=[CH:5][C:4]=1OS(C(F)(F)F)(=O)=O.[CH3:20][N:21]1[C:25](B(O)O)=[CH:24][CH:23]=[N:22]1.C([O-])([O-])=O.[Na+].[Na+]. The catalyst is C1COCC1.O.C1C=CC([P]([Pd]([P](C2C=CC=CC=2)(C2C=CC=CC=2)C2C=CC=CC=2)([P](C2C=CC=CC=2)(C2C=CC=CC=2)C2C=CC=CC=2)[P](C2C=CC=CC=2)(C2C=CC=CC=2)C2C=CC=CC=2)(C2C=CC=CC=2)C2C=CC=CC=2)=CC=1. The product is [CH3:1][O:2][C:3]1[CH:8]=[CH:7][C:6]([N+:9]([O-:11])=[O:10])=[CH:5][C:4]=1[C:25]1[N:21]([CH3:20])[N:22]=[CH:23][CH:24]=1. The yield is 0.910.